The task is: Predict which catalyst facilitates the given reaction.. This data is from Catalyst prediction with 721,799 reactions and 888 catalyst types from USPTO. (1) Reactant: [CH2:1]([O:5][C:6]1[C:15]2[C:10](=[CH:11][CH:12]=[C:13]([C:16]3[S:17][C:18]([C:22]([OH:24])=[O:23])=[C:19]([CH3:21])[N:20]=3)[CH:14]=2)[C:9](=[O:25])[N:8]([CH2:26][CH:27]([CH3:29])[CH3:28])[C:7]=1[CH2:30][NH:31]C(OC(C)(C)C)=O)[CH2:2][CH2:3][CH3:4].[ClH:39]. Product: [ClH:39].[NH2:31][CH2:30][C:7]1[N:8]([CH2:26][CH:27]([CH3:28])[CH3:29])[C:9](=[O:25])[C:10]2[C:15]([C:6]=1[O:5][CH2:1][CH2:2][CH2:3][CH3:4])=[CH:14][C:13]([C:16]1[S:17][C:18]([C:22]([OH:24])=[O:23])=[C:19]([CH3:21])[N:20]=1)=[CH:12][CH:11]=2. The catalyst class is: 13. (2) Reactant: Cl[CH:2](Cl)/[C:3](=[N:5]\[NH:6]S(C1C=CC(C)=CC=1)(=O)=O)/[CH3:4].C(N(CC)CC)C.[C:25]([Si:29]([CH3:35])([CH3:34])[O:30][CH2:31][CH2:32][NH2:33])([CH3:28])([CH3:27])[CH3:26]. Product: [C:25]([Si:29]([CH3:35])([CH3:34])[O:30][CH2:31][CH2:32][N:33]1[CH:2]=[C:3]([CH3:4])[N:5]=[N:6]1)([CH3:28])([CH3:27])[CH3:26]. The catalyst class is: 5. (3) Reactant: [NH2:1][C:2]1[C:3]2[NH:10][CH:9]=[C:8]([C@H:11]3[C@H:15]([O:16][C:17](=[O:30])[C@@H:18]([NH:22]C(OC(C)(C)C)=O)[CH:19]([CH3:21])[CH3:20])[C@H:14]([OH:31])[C@@H:13]([CH2:32][O:33]C(C4C=CC=CC=4)(C4C=CC=CC=4)C4C=CC=CC=4)[N:12]3C(OC(C)(C)C)=O)[C:4]=2[N:5]=[CH:6][N:7]=1.[NH2:60][C:61]1[C:62]2[NH:69][CH:68]=[C:67]([C@H:70]3[C@H:74]([OH:75])[C@H:73]([O:76][C:77](=[O:90])[C@@H:78]([NH:82]C(OC(C)(C)C)=O)[CH:79]([CH3:81])[CH3:80])[C@@H:72]([CH2:91][O:92]C(C4C=CC=CC=4)(C4C=CC=CC=4)C4C=CC=CC=4)[N:71]3C(OC(C)(C)C)=O)[C:63]=2[N:64]=[CH:65][N:66]=1.S(=O)(=O)(O)O. Product: [NH2:82][C@@H:78]([CH:79]([CH3:81])[CH3:80])[C:77]([O:76][C@H:73]1[C@@H:74]([OH:75])[C@H:70]([C:67]2[C:63]3[N:64]=[CH:65][N:66]=[C:61]([NH2:60])[C:62]=3[NH:69][CH:68]=2)[NH:71][C@@H:72]1[CH2:91][OH:92])=[O:90].[NH2:22][C@@H:18]([CH:19]([CH3:21])[CH3:20])[C:17]([O:16][C@@H:15]1[C@H:14]([OH:31])[C@@H:13]([CH2:32][OH:33])[NH:12][C@H:11]1[C:8]1[C:4]2[N:5]=[CH:6][N:7]=[C:2]([NH2:1])[C:3]=2[NH:10][CH:9]=1)=[O:30]. The catalyst class is: 21. (4) Reactant: [CH3:1][O:2][C:3](=[O:59])[NH:4][C@@H:5]1[CH:13]2[C:14](=[O:56])[CH2:15][C@H:16]([C:18]3[NH:19][C:20]([C:23]4[CH:28]=[CH:27][C:26]([C:29]5[CH:34]=[CH:33][C:32]([C:35]6[NH:36][C:37]([C@H:40]7[CH2:44][CH2:43][CH2:42][N:41]7[C:45](=[O:55])[C@H:46]([NH:50][C:51]([O:53][CH3:54])=[O:52])[CH:47]([CH3:49])[CH3:48])=[N:38][CH:39]=6)=[CH:31][CH:30]=5)=[CH:25][CH:24]=4)=[CH:21][N:22]=3)[CH2:17][N:11]3[C:12]2=[C:8]([CH:9]=[C:10]3[C:57]#[N:58])[CH2:7][CH2:6]1.C(=O)([O-])[O-:61].[K+].[K+].OO. Product: [CH3:1][O:2][C:3](=[O:59])[NH:4][C@@H:5]1[CH:13]2[C:14](=[O:56])[CH2:15][C@H:16]([C:18]3[NH:19][C:20]([C:23]4[CH:28]=[CH:27][C:26]([C:29]5[CH:30]=[CH:31][C:32]([C:35]6[NH:36][C:37]([C@H:40]7[CH2:44][CH2:43][CH2:42][N:41]7[C:45](=[O:55])[C@H:46]([NH:50][C:51]([O:53][CH3:54])=[O:52])[CH:47]([CH3:49])[CH3:48])=[N:38][CH:39]=6)=[CH:33][CH:34]=5)=[CH:25][CH:24]=4)=[CH:21][N:22]=3)[CH2:17][N:11]3[C:12]2=[C:8]([CH:9]=[C:10]3[C:57](=[O:61])[NH2:58])[CH2:7][CH2:6]1. The catalyst class is: 16. (5) Reactant: [C:1]([C:3]1[CH:23]=[CH:22][C:6]([CH2:7][NH:8][C:9](=[O:21])[CH:10]([C:13]2[CH:18]=[CH:17][C:16]([OH:19])=[CH:15][C:14]=2[F:20])[O:11][CH3:12])=[CH:5][CH:4]=1)#[N:2].I[CH:25]([CH3:27])[CH3:26].C(=O)([O-])[O-].[Cs+].[Cs+]. Product: [C:1]([C:3]1[CH:4]=[CH:5][C:6]([CH2:7][NH:8][C:9](=[O:21])[CH:10]([C:13]2[CH:18]=[CH:17][C:16]([O:19][CH:25]([CH3:27])[CH3:26])=[CH:15][C:14]=2[F:20])[O:11][CH3:12])=[CH:22][CH:23]=1)#[N:2]. The catalyst class is: 3. (6) Reactant: CC1(C)C(C)(C)OB([C:9]2[CH2:18][CH2:17][C:12]3([O:16][CH2:15][CH2:14][O:13]3)[CH2:11][CH:10]=2)O1.N[C:21]1[C:22](=[O:34])N(C2CCCCC2)[N:24](C)[C:25]=1C.[C:35]([O-:38])([O-])=[O:36].[K+].[K+].[CH2:41](Cl)Cl.[C:44](#N)[CH3:45]. Product: [CH3:41][C:21]1[C:25]([C:35]([O:38][CH2:44][CH3:45])=[O:36])=[N:24][O:34][C:22]=1[C:9]1[CH2:18][CH2:17][C:12]2([O:13][CH2:14][CH2:15][O:16]2)[CH2:11][CH:10]=1. The catalyst class is: 263. (7) Reactant: [CH3:1][O:2][CH:3]([O:12][CH3:13])[C@H:4]1[O:9][CH:8]([OH:10])[CH2:7][C@H:6]([OH:11])[CH2:5]1.C(=O)([O-])[O-].[Ba+2].BrBr. Product: [CH3:1][O:2][CH:3]([O:12][CH3:13])[C@H:4]1[O:9][C:8](=[O:10])[CH2:7][C@H:6]([OH:11])[CH2:5]1. The catalyst class is: 6. (8) Reactant: C(O[C:4]([C:6]1[CH:7]=[N:8][CH:9]=[C:10]([C:13]([O:15][CH2:16][CH3:17])=[O:14])[C:11]=1Cl)=[O:5])C.[C:18]([O:22][CH2:23][C:24]1[CH:29]=[CH:28][CH:27]=[CH:26][CH:25]=1)(=[O:21])[CH2:19][OH:20].[H-].[Na+]. Product: [CH2:16]([O:15][C:13]([C:10]1[C:11]2[O:20][C:19]([C:18]([O:22][CH2:23][C:24]3[CH:29]=[CH:28][CH:27]=[CH:26][CH:25]=3)=[O:21])=[C:4]([OH:5])[C:6]=2[CH:7]=[N:8][CH:9]=1)=[O:14])[CH3:17]. The catalyst class is: 3. (9) Reactant: C(N(CC)CC)C.[CH3:8][S:9](Cl)(=[O:11])=[O:10].[CH2:13]([O:17][CH2:18][CH2:19][OH:20])[CH2:14][CH2:15][CH3:16]. Product: [CH2:13]([O:17][CH2:18][CH2:19][O:20][S:9]([CH3:8])(=[O:11])=[O:10])[CH2:14][CH2:15][CH3:16]. The catalyst class is: 46. (10) Reactant: [P:1]([O:33]CC1C=CC=CC=1)([O:25]CC1C=CC=CC=1)([O:3][CH2:4][C@@H:5]1[C@@H:12]2[C@@H:8]([O:9]C(C)(C)[O:11]2)[C@H:7]([N:15]2[CH:20]=[CH:19][N:18]=[C:17]([C:21]([NH2:23])=[O:22])[C:16]2=[O:24])[O:6]1)=[O:2]. Product: [P:1]([OH:33])([OH:25])([O:3][CH2:4][C@@H:5]1[C@@H:12]([OH:11])[C@@H:8]([OH:9])[C@H:7]([N:15]2[CH:20]=[CH:19][N:18]=[C:17]([C:21]([NH2:23])=[O:22])[C:16]2=[O:24])[O:6]1)=[O:2]. The catalyst class is: 55.